Dataset: Full USPTO retrosynthesis dataset with 1.9M reactions from patents (1976-2016). Task: Predict the reactants needed to synthesize the given product. Given the product [CH3:19][O:18][C:14]1[CH:13]=[C:12]([C:8]2[CH:7]=[C:6]3[C:11]([C:3](=[CH:2][NH:33][C:30]4[CH:29]=[CH:28][C:27]([N:21]5[CH2:22][CH2:23][O:24][CH2:25][CH2:26]5)=[CH:32][CH:31]=4)[C:4](=[O:20])[NH:5]3)=[CH:10][CH:9]=2)[CH:17]=[CH:16][CH:15]=1, predict the reactants needed to synthesize it. The reactants are: O[CH:2]=[C:3]1[C:11]2[C:6](=[CH:7][C:8]([C:12]3[CH:17]=[CH:16][CH:15]=[C:14]([O:18][CH3:19])[CH:13]=3)=[CH:9][CH:10]=2)[NH:5][C:4]1=[O:20].[N:21]1([C:27]2[CH:32]=[CH:31][C:30]([NH2:33])=[CH:29][CH:28]=2)[CH2:26][CH2:25][O:24][CH2:23][CH2:22]1.